This data is from Peptide-MHC class I binding affinity with 185,985 pairs from IEDB/IMGT. The task is: Regression. Given a peptide amino acid sequence and an MHC pseudo amino acid sequence, predict their binding affinity value. This is MHC class I binding data. The peptide sequence is ERILSTYLGR. The MHC is HLA-A68:02 with pseudo-sequence HLA-A68:02. The binding affinity (normalized) is 0.000359.